Dataset: Forward reaction prediction with 1.9M reactions from USPTO patents (1976-2016). Task: Predict the product of the given reaction. (1) Given the reactants [F:1][CH:2]([F:36])[O:3][C:4]1[CH:5]=[C:6]([CH:31]=[CH:32][C:33]=1[O:34][CH3:35])[CH2:7][C:8]1[NH:9][C:10](=[O:30])[C:11]2[N:12]=[CH:13][N:14]([CH:17]([CH:27]([OH:29])[CH3:28])[CH2:18][CH2:19][CH2:20][C:21]3[CH:26]=[CH:25][CH:24]=[CH:23][CH:22]=3)[C:15]=2[N:16]=1.C(N(CC)CC)C.[OH-].[Na+], predict the reaction product. The product is: [C:27]([CH:17]([N:14]1[CH:13]=[N:12][C:11]2[C:10](=[O:30])[NH:9][C:8]([CH2:7][C:6]3[CH:31]=[CH:32][C:33]([O:34][CH3:35])=[C:4]([O:3][CH:2]([F:1])[F:36])[CH:5]=3)=[N:16][C:15]1=2)[CH2:18][CH2:19][CH2:20][C:21]1[CH:22]=[CH:23][CH:24]=[CH:25][CH:26]=1)(=[O:29])[CH3:28]. (2) The product is: [N:1]1[CH:2]=[CH:3][C:4](/[CH:7]=[CH:22]/[C:24]2[C:32]3[C:27](=[CH:28][C:29]([C:33]#[N:34])=[CH:30][CH:31]=3)[NH:26][N:25]=2)=[CH:5][CH:6]=1. Given the reactants [N:1]1[CH:6]=[CH:5][C:4]([CH2:7]P(=O)(OCC)OCC)=[CH:3][CH:2]=1.C(O[K])(C)(C)C.[CH:22]([C:24]1[C:32]2[C:27](=[CH:28][C:29]([C:33]#[N:34])=[CH:30][CH:31]=2)[NH:26][N:25]=1)=O, predict the reaction product. (3) Given the reactants CO.C(OC(=O)[N:9]([CH2:30][C:31]1[CH:40]=[CH:39][C:34]2[O:35][CH2:36][CH2:37][O:38][C:33]=2[CH:32]=1)[CH:10]1[CH2:15][CH2:14][N:13]([CH2:16][CH2:17][N:18]2[C:27]3[C:22](=[CH:23][CH:24]=[C:25]([CH3:28])[CH:26]=3)[CH:21]=[CH:20][C:19]2=[O:29])[CH2:12][CH2:11]1)(C)(C)C.[ClH:42].C(OCC)(=O)C, predict the reaction product. The product is: [ClH:42].[O:35]1[C:34]2[CH:39]=[CH:40][C:31]([CH2:30][NH:9][CH:10]3[CH2:11][CH2:12][N:13]([CH2:16][CH2:17][N:18]4[C:27]5[C:22](=[CH:23][CH:24]=[C:25]([CH3:28])[CH:26]=5)[CH:21]=[CH:20][C:19]4=[O:29])[CH2:14][CH2:15]3)=[CH:32][C:33]=2[O:38][CH2:37][CH2:36]1. (4) Given the reactants [NH2:1][N:2]1[CH:6]=[CH:5][CH:4]=[C:3]1[C:7]([NH:9][C:10]1[CH:15]=[CH:14][CH:13]=[CH:12][CH:11]=1)=[O:8].[C:16]([O:20][C:21]([NH:23][CH:24]([C:28]([F:31])([F:30])[F:29])[C:25](O)=[O:26])=[O:22])([CH3:19])([CH3:18])[CH3:17].CN(C(ON1N=NC2C=CC=NC1=2)=[N+](C)C)C.F[P-](F)(F)(F)(F)F.CN1CCOCC1, predict the reaction product. The product is: [F:29][C:28]([F:30])([F:31])[CH:24]([NH:23][C:21](=[O:22])[O:20][C:16]([CH3:17])([CH3:19])[CH3:18])[C:25](=[O:26])[NH:1][N:2]1[CH:6]=[CH:5][CH:4]=[C:3]1[C:7](=[O:8])[NH:9][C:10]1[CH:15]=[CH:14][CH:13]=[CH:12][CH:11]=1. (5) Given the reactants [Cl:1][C:2]1[C:3]2[C:10](I)=[CH:9][N:8]([CH2:12][O:13][CH2:14][CH2:15][Si:16]([CH3:19])([CH3:18])[CH3:17])[C:4]=2[N:5]=[CH:6][N:7]=1.[C:20]([C:22]1[CH:23]=[C:24](B(O)O)[CH:25]=[CH:26][CH:27]=1)#[N:21].C(=O)([O-])[O-].[K+].[K+], predict the reaction product. The product is: [Cl:1][C:2]1[C:3]2[C:10]([C:26]3[CH:27]=[C:22]([CH:23]=[CH:24][CH:25]=3)[C:20]#[N:21])=[CH:9][N:8]([CH2:12][O:13][CH2:14][CH2:15][Si:16]([CH3:19])([CH3:18])[CH3:17])[C:4]=2[N:5]=[CH:6][N:7]=1.